Dataset: Reaction yield outcomes from USPTO patents with 853,638 reactions. Task: Predict the reaction yield, written as a fraction of the theoretical maximum amount of product (1.0 means a 100% yield; for example, 0.34 means a 34% yield). (1) The reactants are [CH2:1]([C:4]1[C:8]([CH2:9][CH2:10][CH2:11][OH:12])=[CH:7][N:6]([C:13]2[CH:18]=[CH:17][C:16]([C:19]([F:22])([F:21])[F:20])=[CH:15][N:14]=2)[N:5]=1)[CH2:2][CH3:3].[CH2:23]([N:25]1[C:29](O)=[C:28]([CH2:31][C:32]([O:34]CC)=[O:33])[CH:27]=[N:26]1)[CH3:24].C(P(CCCC)CCCC)CCC.N(C(N1CCCCC1)=O)=NC(N1CCCCC1)=O. The catalyst is O1CCCC1. The product is [CH2:23]([N:25]1[C:29]([O:12][CH2:11][CH2:10][CH2:9][C:8]2[C:4]([CH2:1][CH2:2][CH3:3])=[N:5][N:6]([C:13]3[CH:18]=[CH:17][C:16]([C:19]([F:21])([F:20])[F:22])=[CH:15][N:14]=3)[CH:7]=2)=[C:28]([CH2:31][C:32]([OH:34])=[O:33])[CH:27]=[N:26]1)[CH3:24]. The yield is 0.580. (2) The reactants are C1(C)C=CC(S(O[CH:11]([CH2:13]/[CH:14]=[CH:15]/[C:16]2[CH:17]=[N:18][CH:19]=[C:20]([O:22][CH3:23])[CH:21]=2)[CH3:12])(=O)=O)=CC=1.[CH3:25][NH2:26]. The catalyst is C(O)C. The product is [CH3:25][NH:26][CH:11]([CH2:13]/[CH:14]=[CH:15]/[C:16]1[CH:17]=[N:18][CH:19]=[C:20]([O:22][CH3:23])[CH:21]=1)[CH3:12]. The yield is 0.418. (3) The reactants are C1(P(C2CCCCC2)C2C=CC=CC=2C2C=CC=CC=2N(C)C)CCCCC1.C(=O)([O-])[O-].[Cs+].[Cs+].[B-](F)(F)(F)[CH:36]=[CH2:37].[K+].Br[C:43]1[CH:44]=[N:45][C:46]([C:49]([F:52])([F:51])[CH3:50])=[N:47][CH:48]=1. The catalyst is O.C1COCC1. The product is [F:51][C:49]([C:46]1[N:47]=[CH:48][C:43]([CH:36]=[CH2:37])=[CH:44][N:45]=1)([F:52])[CH3:50]. The yield is 0.750. (4) The reactants are [Br:1][C:2]1[CH:3]=[CH:4][C:5]([CH2:8][OH:9])=[N:6][CH:7]=1.[H-].[Na+].[CH3:12]I. The catalyst is CN(C=O)C.[Cl-].[Na+].O. The product is [Br:1][C:2]1[CH:3]=[CH:4][C:5]([CH2:8][O:9][CH3:12])=[N:6][CH:7]=1. The yield is 0.980. (5) The reactants are [F:1][C:2]([F:26])([F:25])[S:3]([O:6][C:7]1[CH:8]=[CH:9][C:10]2[O:24][CH2:23][C:13]3([C:21]4[C:16](=[CH:17][CH:18]=[CH:19][CH:20]=4)[NH:15][C:14]3=[O:22])[C:11]=2[CH:12]=1)(=[O:5])=[O:4].[OH-].[Na+].Br[CH2:30][C:31]1[O:32][C:33]([C:36]([F:39])([F:38])[F:37])=[CH:34][CH:35]=1. The catalyst is CN(C)C=O.C(OCC)(=O)C. The product is [F:26][C:2]([F:1])([F:25])[S:3]([O:6][C:7]1[CH:8]=[CH:9][C:10]2[O:24][CH2:23][C:13]3([C:21]4[C:16](=[CH:17][CH:18]=[CH:19][CH:20]=4)[N:15]([CH2:30][C:31]4[O:32][C:33]([C:36]([F:39])([F:38])[F:37])=[CH:34][CH:35]=4)[C:14]3=[O:22])[C:11]=2[CH:12]=1)(=[O:5])=[O:4]. The yield is 0.800. (6) The reactants are [Cl:1][C:2]1[CH:7]=[CH:6][C:5]([OH:8])=[C:4]([N+:9]([O-:11])=[O:10])[CH:3]=1.[C:12]1([CH:18]2[O:20][CH:19]2[C:21]([O:23][CH2:24][CH3:25])=[O:22])[CH:17]=[CH:16][CH:15]=[CH:14][CH:13]=1.[H-].[Na+]. The catalyst is C(O)C.C(Cl)(Cl)Cl. The product is [OH:20][CH:19]([CH:18]([O:8][C:5]1[CH:6]=[CH:7][C:2]([Cl:1])=[CH:3][C:4]=1[N+:9]([O-:11])=[O:10])[C:12]1[CH:13]=[CH:14][CH:15]=[CH:16][CH:17]=1)[C:21]([O:23][CH2:24][CH3:25])=[O:22]. The yield is 0.330. (7) The reactants are [F:1][C@@H:2]1[CH2:6][CH2:5][NH:4][CH2:3]1.[C:7]([O:11][C:12](=[O:38])[N:13]([C@H:17]1[CH2:26][CH2:25][C:24]2[C:19](=[CH:20][CH:21]=[C:22]([NH:27][S:28]([C:31]3[CH:36]=[CH:35][C:34](Br)=[CH:33][CH:32]=3)(=[O:30])=[O:29])[CH:23]=2)[CH2:18]1)[CH2:14][CH2:15][CH3:16])([CH3:10])([CH3:9])[CH3:8].O(C(C)(C)C)[Na].C1(P(C2C=CC=CC=2)C2C=CC3C(=CC=CC=3)C=2C2C3C(=CC=CC=3)C=CC=2P(C2C=CC=CC=2)C2C=CC=CC=2)C=CC=CC=1. The catalyst is O1CCCC1.C1C=CC(/C=C/C(/C=C/C2C=CC=CC=2)=O)=CC=1.C1C=CC(/C=C/C(/C=C/C2C=CC=CC=2)=O)=CC=1.C1C=CC(/C=C/C(/C=C/C2C=CC=CC=2)=O)=CC=1.[Pd].[Pd]. The product is [C:7]([O:11][C:12](=[O:38])[N:13]([C@H:17]1[CH2:26][CH2:25][C:24]2[C:19](=[CH:20][CH:21]=[C:22]([NH:27][S:28]([C:31]3[CH:36]=[CH:35][C:34]([N:4]4[CH2:5][CH2:6][C@@H:2]([F:1])[CH2:3]4)=[CH:33][CH:32]=3)(=[O:30])=[O:29])[CH:23]=2)[CH2:18]1)[CH2:14][CH2:15][CH3:16])([CH3:8])([CH3:9])[CH3:10]. The yield is 0.470. (8) The catalyst is C(OCC)(=O)C.O. The yield is 0.520. The reactants are [Cl:1][C:2]1[N:3]=[C:4](Cl)[C:5]2[CH2:10][CH2:9][CH2:8][C:6]=2[N:7]=1.[C:12]1(B(O)O)[CH:17]=[CH:16][CH:15]=[CH:14][CH:13]=1.C(N(CC)CC)C.CN(C)C=O. The product is [Cl:1][C:2]1[N:3]=[C:4]([C:12]2[CH:17]=[CH:16][CH:15]=[CH:14][CH:13]=2)[C:5]2[CH2:10][CH2:9][CH2:8][C:6]=2[N:7]=1.